From a dataset of NCI-60 drug combinations with 297,098 pairs across 59 cell lines. Regression. Given two drug SMILES strings and cell line genomic features, predict the synergy score measuring deviation from expected non-interaction effect. (1) Drug 1: CC1C(C(CC(O1)OC2CC(CC3=C2C(=C4C(=C3O)C(=O)C5=C(C4=O)C(=CC=C5)OC)O)(C(=O)C)O)N)O.Cl. Drug 2: CC1=C(N=C(N=C1N)C(CC(=O)N)NCC(C(=O)N)N)C(=O)NC(C(C2=CN=CN2)OC3C(C(C(C(O3)CO)O)O)OC4C(C(C(C(O4)CO)O)OC(=O)N)O)C(=O)NC(C)C(C(C)C(=O)NC(C(C)O)C(=O)NCCC5=NC(=CS5)C6=NC(=CS6)C(=O)NCCC[S+](C)C)O. Cell line: RXF 393. Synergy scores: CSS=10.7, Synergy_ZIP=-4.19, Synergy_Bliss=2.30, Synergy_Loewe=0.778, Synergy_HSA=2.60. (2) Drug 1: CC1=CC2C(CCC3(C2CCC3(C(=O)C)OC(=O)C)C)C4(C1=CC(=O)CC4)C. Drug 2: CN(C)C1=NC(=NC(=N1)N(C)C)N(C)C. Cell line: RXF 393. Synergy scores: CSS=2.25, Synergy_ZIP=2.86, Synergy_Bliss=5.94, Synergy_Loewe=0.646, Synergy_HSA=1.26. (3) Drug 1: C1CCC(CC1)NC(=O)N(CCCl)N=O. Drug 2: C1=NC2=C(N1)C(=S)N=CN2. Cell line: COLO 205. Synergy scores: CSS=21.0, Synergy_ZIP=-12.8, Synergy_Bliss=-5.19, Synergy_Loewe=-11.0, Synergy_HSA=-3.18. (4) Drug 1: CC1CCC2CC(C(=CC=CC=CC(CC(C(=O)C(C(C(=CC(C(=O)CC(OC(=O)C3CCCCN3C(=O)C(=O)C1(O2)O)C(C)CC4CCC(C(C4)OC)OCCO)C)C)O)OC)C)C)C)OC. Drug 2: CNC(=O)C1=NC=CC(=C1)OC2=CC=C(C=C2)NC(=O)NC3=CC(=C(C=C3)Cl)C(F)(F)F. Cell line: M14. Synergy scores: CSS=16.5, Synergy_ZIP=-3.18, Synergy_Bliss=-0.838, Synergy_Loewe=-21.4, Synergy_HSA=-1.81. (5) Drug 1: CCC1(CC2CC(C3=C(CCN(C2)C1)C4=CC=CC=C4N3)(C5=C(C=C6C(=C5)C78CCN9C7C(C=CC9)(C(C(C8N6C)(C(=O)OC)O)OC(=O)C)CC)OC)C(=O)OC)O.OS(=O)(=O)O. Drug 2: C1CN(P(=O)(OC1)NCCCl)CCCl. Cell line: SNB-75. Synergy scores: CSS=1.90, Synergy_ZIP=-0.961, Synergy_Bliss=-0.379, Synergy_Loewe=2.44, Synergy_HSA=0.293.